This data is from Catalyst prediction with 721,799 reactions and 888 catalyst types from USPTO. The task is: Predict which catalyst facilitates the given reaction. The catalyst class is: 11. Reactant: [CH:1]([S:3]([CH:6]=[CH2:7])(=[O:5])=[O:4])=C.C[Si](C)(C)[O:10][C:11]([CH:13]=[CH2:14])=[CH2:12]. Product: [CH3:1][S:3]([CH:6]1[CH2:7][CH2:12][C:11](=[O:10])[CH2:13][CH2:14]1)(=[O:5])=[O:4].